From a dataset of Full USPTO retrosynthesis dataset with 1.9M reactions from patents (1976-2016). Predict the reactants needed to synthesize the given product. (1) Given the product [ClH:41].[CH3:10][N:11]([CH2:12][CH2:13][C@H:14]([O:20][C:21]1[C:30]2[C:25](=[CH:26][CH:27]=[CH:28][CH:29]=2)[CH:24]=[CH:23][CH:22]=1)[C:15]1[S:16][CH:17]=[CH:18][CH:19]=1)[CH3:31], predict the reactants needed to synthesize it. The reactants are: C(N(C(C)C)CC)(C)C.[CH3:10][N:11]([CH3:31])[CH2:12][CH2:13][C@H:14]([O:20][C:21]1[C:30]2[C:25](=[CH:26][CH:27]=[CH:28][CH:29]=2)[CH:24]=[CH:23][CH:22]=1)[C:15]1[S:16][CH:17]=[CH:18][CH:19]=1.C1(OC([Cl:41])=O)C=CC=CC=1.Cl.C(=O)([O-])O.[Na+]. (2) Given the product [CH2:16]([NH:15][CH2:1][CH2:2][CH2:3][CH2:4][CH2:5][CH2:6][CH2:7][CH2:8][CH2:9][CH2:10][CH2:11][CH2:12][CH2:13][CH3:14])[CH2:17][CH2:18][CH2:19][CH2:20][CH2:21][CH2:22][CH2:23][CH2:24][CH2:25][CH2:26][CH2:27][CH2:28][CH3:29], predict the reactants needed to synthesize it. The reactants are: [CH2:1]([NH:15][C:16](=O)[CH2:17][CH2:18][CH2:19][CH2:20][CH2:21][CH2:22][CH2:23][CH2:24][CH2:25][CH2:26][CH2:27][CH2:28][CH3:29])[CH2:2][CH2:3][CH2:4][CH2:5][CH2:6][CH2:7][CH2:8][CH2:9][CH2:10][CH2:11][CH2:12][CH2:13][CH3:14].B.C1COCC1.Cl.[OH-].[Na+]. (3) Given the product [OH:33][C:28]1[CH:27]=[C:26]([CH2:25][CH2:24][C:23]([NH:22][CH:10]([CH2:11][C:12]([OH:14])=[O:13])[C:9]([OH:35])=[O:8])=[O:34])[CH:31]=[CH:30][C:29]=1[OH:32], predict the reactants needed to synthesize it. The reactants are: C([O:8][C:9](=[O:35])[CH:10]([NH:22][C:23](=[O:34])[CH2:24][CH2:25][C:26]1[CH:31]=[CH:30][C:29]([OH:32])=[C:28]([OH:33])[CH:27]=1)[CH2:11][C:12]([O:14]CC1C=CC=CC=1)=[O:13])C1C=CC=CC=1.[OH-].[Li+].Cl. (4) Given the product [CH2:13]([C:16]1[CH:17]=[C:18]([CH:19]=[CH:20][CH:21]=1)[O:22][C:2]1[N:3]=[C:4]([OH:12])[C:5]2[CH:11]=[CH:10][N:9]=[CH:8][C:6]=2[N:7]=1)[CH2:14][CH3:15], predict the reactants needed to synthesize it. The reactants are: Cl[C:2]1[N:3]=[C:4]([OH:12])[C:5]2[CH:11]=[CH:10][N:9]=[CH:8][C:6]=2[N:7]=1.[CH2:13]([C:16]1[CH:17]=[C:18]([OH:22])[CH:19]=[CH:20][CH:21]=1)[CH2:14][CH3:15].C(=O)([O-])[O-].[K+].[K+].Cl. (5) Given the product [N:52]1[C:53]2[C:48](=[CH:47][C:46]([CH2:45][C:44]3[N:40]4[N:41]=[C:36]([C:35]5[C:31]([CH2:28][CH2:29][CH3:30])=[N:32][NH:33][CH:34]=5)[CH:37]=[N:38][C:39]4=[N:42][N:43]=3)=[CH:55][CH:54]=2)[CH:49]=[CH:50][CH:51]=1, predict the reactants needed to synthesize it. The reactants are: C1(C2N=NC(NNC(=O)CC3C=C4C(=CC=3)N=CC=C4)=NC=2)C=CC=CC=1.[CH2:28]([C:31]1[C:35]([C:36]2[N:41]=[N:40][C:39]([NH:42][NH:43][C:44](=O)[CH2:45][C:46]3[CH:47]=[C:48]4[C:53](=[CH:54][CH:55]=3)[N:52]=[CH:51][CH:50]=[CH:49]4)=[N:38][CH:37]=2)=[CH:34][NH:33][N:32]=1)[CH2:29][CH3:30]. (6) Given the product [F:1][C:2]([F:10])([F:9])[S:3]([O-:6])(=[O:5])=[O:4].[C:30]([NH:29][C:21]1[S:22][C:23]2=[CH:24][N+:25]([CH2:7][CH3:8])=[CH:26][CH:27]=[C:28]2[C:20]=1[C:12]1[S:11][C:15]2[CH:16]=[CH:17][CH:18]=[CH:19][C:14]=2[N:13]=1)(=[O:32])[CH3:31], predict the reactants needed to synthesize it. The reactants are: [F:1][C:2]([F:10])([F:9])[S:3]([O:6][CH2:7][CH3:8])(=[O:5])=[O:4].[S:11]1[C:15]2[CH:16]=[CH:17][CH:18]=[CH:19][C:14]=2[N:13]=[C:12]1[C:20]1[C:28]2[C:23](=[CH:24][N:25]=[CH:26][CH:27]=2)[S:22][C:21]=1[NH:29][C:30](=[O:32])[CH3:31].